This data is from NCI-60 drug combinations with 297,098 pairs across 59 cell lines. The task is: Regression. Given two drug SMILES strings and cell line genomic features, predict the synergy score measuring deviation from expected non-interaction effect. (1) Drug 1: C1C(C(OC1N2C=C(C(=O)NC2=O)F)CO)O. Drug 2: CC(C)NC(=O)C1=CC=C(C=C1)CNNC.Cl. Cell line: MDA-MB-435. Synergy scores: CSS=4.91, Synergy_ZIP=-0.311, Synergy_Bliss=2.67, Synergy_Loewe=-0.627, Synergy_HSA=0.898. (2) Drug 1: CC1CCC2CC(C(=CC=CC=CC(CC(C(=O)C(C(C(=CC(C(=O)CC(OC(=O)C3CCCCN3C(=O)C(=O)C1(O2)O)C(C)CC4CCC(C(C4)OC)OCCO)C)C)O)OC)C)C)C)OC. Drug 2: CC(C)(C#N)C1=CC(=CC(=C1)CN2C=NC=N2)C(C)(C)C#N. Cell line: HOP-92. Synergy scores: CSS=-2.26, Synergy_ZIP=-0.300, Synergy_Bliss=-3.34, Synergy_Loewe=-3.22, Synergy_HSA=-4.78. (3) Drug 1: CC1OCC2C(O1)C(C(C(O2)OC3C4COC(=O)C4C(C5=CC6=C(C=C35)OCO6)C7=CC(=C(C(=C7)OC)O)OC)O)O. Drug 2: C1=NC2=C(N=C(N=C2N1C3C(C(C(O3)CO)O)F)Cl)N. Cell line: OVCAR-8. Synergy scores: CSS=37.3, Synergy_ZIP=-7.18, Synergy_Bliss=-7.11, Synergy_Loewe=-10.4, Synergy_HSA=-2.25. (4) Drug 1: CCC1(CC2CC(C3=C(CCN(C2)C1)C4=CC=CC=C4N3)(C5=C(C=C6C(=C5)C78CCN9C7C(C=CC9)(C(C(C8N6C=O)(C(=O)OC)O)OC(=O)C)CC)OC)C(=O)OC)O.OS(=O)(=O)O. Drug 2: CC12CCC3C(C1CCC2OP(=O)(O)O)CCC4=C3C=CC(=C4)OC(=O)N(CCCl)CCCl.[Na+]. Cell line: NCI-H522. Synergy scores: CSS=11.6, Synergy_ZIP=7.46, Synergy_Bliss=10.2, Synergy_Loewe=8.00, Synergy_HSA=8.42.